Predict the product of the given reaction. From a dataset of Forward reaction prediction with 1.9M reactions from USPTO patents (1976-2016). (1) Given the reactants [F:1][C:2]1[CH:7]=[CH:6][CH:5]=[CH:4][C:3]=1B(O)O.Br[C:12]1[CH:24]=[CH:23][C:15]([C:16]([O:18][C:19]([CH3:22])([CH3:21])[CH3:20])=[O:17])=[CH:14][N:13]=1, predict the reaction product. The product is: [F:1][C:2]1[CH:7]=[CH:6][CH:5]=[CH:4][C:3]=1[C:12]1[CH:24]=[CH:23][C:15]([C:16]([O:18][C:19]([CH3:20])([CH3:21])[CH3:22])=[O:17])=[CH:14][N:13]=1. (2) Given the reactants [CH2:1]([O:3][C:4]([C@@:6]1([NH:11]C(OC(C)(C)C)=O)[CH2:8][C@H:7]1[CH:9]=[CH2:10])=[O:5])[CH3:2].S(=O)(=O)(O)O.CN(C=O)C, predict the reaction product. The product is: [CH2:1]([O:3][C:4]([C@@:6]1([NH2:11])[CH2:8][C@H:7]1[CH:9]=[CH2:10])=[O:5])[CH3:2]. (3) Given the reactants Cl[C:2]([O:4][C:5]1[CH:10]=[CH:9][C:8]([N:11]2[C:16](=[O:17])[CH2:15][C:14]([CH3:19])([CH3:18])[CH2:13][C:12]2=[O:20])=[CH:7][CH:6]=1)=[O:3].[CH3:21][O:22][C:23]1[CH:35]=[CH:34][C:26]([CH2:27][N:28]2[CH2:33][CH2:32][NH:31][CH2:30][CH2:29]2)=[CH:25][CH:24]=1, predict the reaction product. The product is: [CH3:18][C:14]1([CH3:19])[CH2:15][C:16](=[O:17])[N:11]([C:8]2[CH:9]=[CH:10][C:5]([O:4][C:2]([N:31]3[CH2:30][CH2:29][N:28]([CH2:27][C:26]4[CH:34]=[CH:35][C:23]([O:22][CH3:21])=[CH:24][CH:25]=4)[CH2:33][CH2:32]3)=[O:3])=[CH:6][CH:7]=2)[C:12](=[O:20])[CH2:13]1.